From a dataset of HIV replication inhibition screening data with 41,000+ compounds from the AIDS Antiviral Screen. Binary Classification. Given a drug SMILES string, predict its activity (active/inactive) in a high-throughput screening assay against a specified biological target. (1) The drug is CCOC(=O)C(C)P(=O)(OC)OC. The result is 0 (inactive). (2) The drug is CN1CCN(CCn2c3c4ccccc4ccc3c3oc(=O)c4ccccc4c32)CC1.Cl. The result is 0 (inactive). (3) The molecule is Brc1ccc2c(c1)C1C(CO2)C(c2ccccc2)=NN1c1ccccc1. The result is 0 (inactive). (4) The result is 0 (inactive). The compound is Cc1c(C)c(C)c(Cn2[nH]c(=O)n(C)c2=O)c(C)c1C. (5) The drug is Cl[Ni-2]1(Cl)NCC[N+]12CC2. The result is 0 (inactive). (6) The compound is S=C1Nc2cnc3ccccc3c2SC1c1ccccc1. The result is 0 (inactive). (7) The compound is CC1C2=CC(=O)CCC(C)(O2)C2CCC3(C)C(O)CCC3C12. The result is 0 (inactive).